This data is from Forward reaction prediction with 1.9M reactions from USPTO patents (1976-2016). The task is: Predict the product of the given reaction. (1) Given the reactants O([Si](C)(C)C)[K].[CH2:7]([O:9][C:10](=[O:18])[C:11]1[CH:16]=[CH:15][C:14](I)=[CH:13][CH:12]=1)[CH3:8], predict the reaction product. The product is: [CH2:7]([O:9][C:10](=[O:18])[C:11]1[CH:16]=[CH:15][C:14](/[CH:10]=[CH:11]\[CH2:12][CH2:13][CH2:14][CH2:15][CH3:16])=[CH:13][CH:12]=1)[CH3:8]. (2) Given the reactants [CH3:1][C:2]([CH3:56])([CH2:10][C:11]([O:13][C@H:14]1[CH2:31][CH2:30][C@@:29]2([CH3:32])[C@@H:16]([CH2:17][CH2:18][C@:19]3([CH3:53])[C@@H:28]2[CH2:27][CH2:26][C@H:25]2[C@@:20]3([CH3:52])[CH2:21][CH2:22][C@@:23]3(/[CH:40]=[CH:41]/[C:42]([NH:44][C:45]4[CH:50]=[CH:49][C:48]([Cl:51])=[CH:47][N:46]=4)=[O:43])[CH2:35][C:34](=[O:36])[C:33]([CH:37]([CH3:39])[CH3:38])=[C:24]32)[C:15]1([CH3:55])[CH3:54])=[O:12])[C:3]([O:5]C(C)(C)C)=[O:4].[C:57]([OH:63])([C:59]([F:62])([F:61])[F:60])=[O:58], predict the reaction product. The product is: [Cl:51][C:48]1[CH:49]=[CH:50][C:45]([NH:44][C:42](=[O:43])/[CH:41]=[CH:40]/[C@:23]23[CH2:35][C:34](=[O:36])[C:33]([CH:37]([CH3:38])[CH3:39])=[C:24]2[C@@H:25]2[C@@:20]([CH3:52])([CH2:21][CH2:22]3)[C@@:19]3([CH3:53])[C@@H:28]([C@:29]4([CH3:32])[C@@H:16]([CH2:17][CH2:18]3)[C:15]([CH3:54])([CH3:55])[C@@H:14]([O:13][C:11](=[O:12])[CH2:10][C:2]([CH3:1])([CH3:56])[C:3]([OH:5])=[O:4])[CH2:31][CH2:30]4)[CH2:27][CH2:26]2)=[N:46][CH:47]=1.[C:57]([OH:63])([C:59]([F:62])([F:61])[F:60])=[O:58]. (3) Given the reactants C(=O)([O-])[O-].Cl.[CH3:6][O:7][C:8]1[CH:9]=[C:10]([CH2:16][O:17][C:18]2[CH:19]=[C:20]([NH2:23])[NH:21][N:22]=2)[CH:11]=[C:12]([O:14][CH3:15])[CH:13]=1, predict the reaction product. The product is: [CH3:15][O:14][C:12]1[CH:11]=[C:10]([CH2:16][O:17][C:18]2[CH:19]=[C:20]([NH2:23])[NH:21][N:22]=2)[CH:9]=[C:8]([O:7][CH3:6])[CH:13]=1. (4) Given the reactants Br[C:2]1[S:3][N:4]=[C:5]2[CH:10]=[C:9]([Br:11])[CH:8]=[N:7][C:6]=12.[NH2:12][CH:13]1[CH2:18][CH2:17][N:16]([C:19]([O:21][CH2:22][CH3:23])=[O:20])[CH2:15][CH2:14]1, predict the reaction product. The product is: [Br:11][C:9]1[CH:8]=[N:7][C:6]2=[C:2]([NH:12][CH:13]3[CH2:14][CH2:15][N:16]([C:19]([O:21][CH2:22][CH3:23])=[O:20])[CH2:17][CH2:18]3)[S:3][N:4]=[C:5]2[CH:10]=1. (5) Given the reactants [N:1]1[CH:6]=[CH:5][CH:4]=[CH:3][C:2]=1[N:7]1[C:11](N2CCNCC2)=NN=N1.NC1C=CC=CN=1.C(C1NC=CN=1)(C1NC=CN=1)=[S:26], predict the reaction product. The product is: [N:7]([C:2]1[CH:3]=[CH:4][CH:5]=[CH:6][N:1]=1)=[C:11]=[S:26]. (6) Given the reactants [CH:1]([C@H:4]1[NH:9][CH2:8][CH2:7][N:6]2[C:10]3[CH:16]=[C:15]([S:17]([CH3:20])(=[O:19])=[O:18])[C:14]([C:21]([O:23][CH3:24])=[O:22])=[CH:13][C:11]=3[N:12]=[C:5]12)([CH3:3])[CH3:2].Cl[C:26]1[N:31]=[C:30]([C:32]([F:35])([F:34])[F:33])[C:29]([C:36]([O:38][CH2:39][CH3:40])=[O:37])=[CH:28][N:27]=1.CCN(C(C)C)C(C)C.O, predict the reaction product. The product is: [CH2:39]([O:38][C:36]([C:29]1[C:30]([C:32]([F:34])([F:35])[F:33])=[N:31][C:26]([N:9]2[CH2:8][CH2:7][N:6]3[C:10]4[CH:16]=[C:15]([S:17]([CH3:20])(=[O:19])=[O:18])[C:14]([C:21]([O:23][CH3:24])=[O:22])=[CH:13][C:11]=4[N:12]=[C:5]3[C@H:4]2[CH:1]([CH3:3])[CH3:2])=[N:27][CH:28]=1)=[O:37])[CH3:40]. (7) Given the reactants CO[C:3](=[O:21])[C:4]1[CH:9]=[C:8]([C:10]2[N:11]=[N:12][CH:13]=[CH:14][CH:15]=2)[C:7]([C:16]([F:19])([F:18])[F:17])=[CH:6][C:5]=1[NH2:20].ClC([O:25][C:26]1C=CC(Cl)=CC=1)=O.[CH3:33][S:34]([NH:37][NH2:38])(=[O:36])=[O:35].CCN(C(C)C)C(C)C, predict the reaction product. The product is: [O:25]=[C:26]1[N:38]([NH:37][S:34]([CH3:33])(=[O:36])=[O:35])[C:3](=[O:21])[C:4]2[C:5](=[CH:6][C:7]([C:16]([F:17])([F:18])[F:19])=[C:8]([C:10]3[N:11]=[N:12][CH:13]=[CH:14][CH:15]=3)[CH:9]=2)[NH:20]1. (8) Given the reactants [CH3:1][O:2][C:3](=[O:33])[CH2:4][C@H:5]1[C:9]2[CH:10]=[CH:11][C:12]([O:14][C@H:15]3[C:23]4[C:18](=[C:19](B5OC(C)(C)C(C)(C)O5)[CH:20]=[CH:21][CH:22]=4)[CH2:17][CH2:16]3)=[CH:13][C:8]=2[O:7][CH2:6]1.Br[C:35]1[C:36]([CH3:44])=[N:37][C:38]([O:42][CH3:43])=[CH:39][C:40]=1[CH3:41], predict the reaction product. The product is: [CH3:1][O:2][C:3](=[O:33])[CH2:4][C@H:5]1[C:9]2[CH:10]=[CH:11][C:12]([O:14][C@H:15]3[C:23]4[C:18](=[C:19]([C:35]5[C:36]([CH3:44])=[N:37][C:38]([O:42][CH3:43])=[CH:39][C:40]=5[CH3:41])[CH:20]=[CH:21][CH:22]=4)[CH2:17][CH2:16]3)=[CH:13][C:8]=2[O:7][CH2:6]1.